From a dataset of Full USPTO retrosynthesis dataset with 1.9M reactions from patents (1976-2016). Predict the reactants needed to synthesize the given product. (1) The reactants are: [Br:1][C:2]1[CH:3]=[C:4]([NH2:8])[CH:5]=[N:6][CH:7]=1.[NH2:9][O:10][S:11]([C:14]1[C:19]([CH3:20])=[CH:18][C:17]([CH3:21])=[CH:16][C:15]=1[CH3:22])(=[O:13])=[O:12].C(OCC)C. Given the product [CH3:20][C:19]1[CH:18]=[C:17]([CH3:21])[CH:16]=[C:15]([CH3:22])[C:14]=1[S:11]([O-:13])(=[O:12])=[O:10].[NH2:9][N+:6]1[CH:7]=[C:2]([Br:1])[CH:3]=[C:4]([NH2:8])[CH:5]=1, predict the reactants needed to synthesize it. (2) Given the product [N+:17]([C:13]1[CH:12]=[C:11]([CH:16]=[CH:15][CH:14]=1)[O:1][C:2]1[CH:3]=[N:4][CH:5]=[CH:6][CH:7]=1)([O-:19])=[O:18], predict the reactants needed to synthesize it. The reactants are: [OH:1][C:2]1[CH:3]=[N:4][CH:5]=[CH:6][CH:7]=1.[H-].[Na+].F[C:11]1[CH:16]=[CH:15][CH:14]=[C:13]([N+:17]([O-:19])=[O:18])[CH:12]=1.[NH4+].[Cl-].